Dataset: Full USPTO retrosynthesis dataset with 1.9M reactions from patents (1976-2016). Task: Predict the reactants needed to synthesize the given product. (1) Given the product [CH3:6][NH:8][CH2:9][CH2:10][NH:11][S:14]([CH3:13])(=[O:16])=[O:15], predict the reactants needed to synthesize it. The reactants are: C(O[C:6]([N:8](C)[CH2:9][CH2:10][NH2:11])=O)(C)(C)C.[CH3:13][S:14](Cl)(=[O:16])=[O:15]. (2) Given the product [N:13]1[CH:12]=[C:11]([CH2:10][C:6]2[C:7](=[O:9])[N:8]=[C:3]([NH:31][CH2:30][CH2:29][C:26]3[CH:25]=[CH:24][C:23]([O:22][C:21]4[CH:32]=[CH:33][CH:34]=[C:19]([C:18]([F:17])([F:35])[F:36])[CH:20]=4)=[CH:28][CH:27]=3)[NH:4][CH:5]=2)[CH:16]=[N:15][CH:14]=1, predict the reactants needed to synthesize it. The reactants are: CS[C:3]1[NH:4][CH:5]=[C:6]([CH2:10][C:11]2[CH:12]=[N:13][CH:14]=[N:15][CH:16]=2)[C:7](=[O:9])[N:8]=1.[F:17][C:18]([F:36])([F:35])[C:19]1[CH:20]=[C:21]([CH:32]=[CH:33][CH:34]=1)[O:22][C:23]1[CH:28]=[CH:27][C:26]([CH2:29][CH2:30][NH2:31])=[CH:25][CH:24]=1. (3) Given the product [CH3:15][C:14]1[NH:16][C:7](=[O:9])[C:6]2=[C:5]([CH3:12])[N:4]=[CH:3][N:2]2[N:1]=1, predict the reactants needed to synthesize it. The reactants are: [NH2:1][N:2]1[C:6]([C:7]([O:9]CC)=O)=[C:5]([CH3:12])[N:4]=[CH:3]1.Cl.[C:14](#[N:16])[CH3:15]. (4) Given the product [CH:1]1([N:7]2[CH2:11][CH2:10][CH:9]([CH2:12][C:13]3[CH:18]=[CH:17][CH:16]=[CH:15][C:14]=3[O:19][CH2:28][CH3:29])[C:8]2=[O:20])[CH2:2][CH2:3][CH2:4][CH2:5][CH2:6]1, predict the reactants needed to synthesize it. The reactants are: [CH:1]1([N:7]2[CH2:11][CH2:10][CH:9]([CH2:12][C:13]3[CH:18]=[CH:17][CH:16]=[CH:15][C:14]=3[OH:19])[C:8]2=[O:20])[CH2:6][CH2:5][CH2:4][CH2:3][CH2:2]1.CN(C)C=O.[H-].[Na+].[CH2:28](I)[CH3:29]. (5) Given the product [CH3:15][N:16]1[CH:20]=[CH:19][C:18]([NH:21][C:22]([C:24]2[CH:29]=[C:28]([C:6]#[N:7])[CH:27]=[C:26]([CH2:31][CH3:32])[N:25]=2)=[O:23])=[N:17]1, predict the reactants needed to synthesize it. The reactants are: C(OC([C:6]1C=C(C#N)C=C(C)[N:7]=1)=O)C.[CH3:15][N:16]1[CH:20]=[CH:19][C:18]([NH:21][C:22]([C:24]2[CH:29]=[C:28](Br)[CH:27]=[C:26]([CH2:31][CH3:32])[N:25]=2)=[O:23])=[N:17]1.